This data is from Catalyst prediction with 721,799 reactions and 888 catalyst types from USPTO. The task is: Predict which catalyst facilitates the given reaction. (1) Reactant: Cl[C:2]1[CH:3]=[N:4][C:5]2[C:10]([N:11]=1)=[CH:9][C:8]([C:12]([C:14]1[CH:15]=[C:16]([NH:21][C:22](=[O:27])[C:23]([CH3:26])([CH3:25])[CH3:24])[CH:17]=[CH:18][C:19]=1[F:20])=[O:13])=[CH:7][CH:6]=2.[N:28]1([C:34]([O:36][C:37]([CH3:40])([CH3:39])[CH3:38])=[O:35])[CH2:33][CH2:32][NH:31][CH2:30][CH2:29]1.CCN(C(C)C)C(C)C. Product: [F:20][C:19]1[CH:18]=[CH:17][C:16]([NH:21][C:22](=[O:27])[C:23]([CH3:26])([CH3:25])[CH3:24])=[CH:15][C:14]=1[C:12]([C:8]1[CH:9]=[C:10]2[C:5]([N:4]=[CH:3][C:2]([N:31]3[CH2:30][CH2:29][N:28]([C:34]([O:36][C:37]([CH3:40])([CH3:39])[CH3:38])=[O:35])[CH2:33][CH2:32]3)=[N:11]2)=[CH:6][CH:7]=1)=[O:13]. The catalyst class is: 23. (2) Reactant: [CH2:1]([N:8]1[CH:13]([CH2:14]O)[CH2:12][O:11][C:10]([CH2:17][CH2:18][O:19][Si](C(C)(C)C)(C2C=CC=CC=2)C2C=CC=CC=2)([CH3:16])[C:9]1=[O:37])[C:2]1[CH:7]=[CH:6][CH:5]=[CH:4][CH:3]=1.COCCN(S(F)(F)[F:48])CCOC.C(=O)(O)[O-].[Na+].[F-].C([N+](CCCC)(CCCC)CCCC)CCC. Product: [CH2:1]([N:8]1[CH:13]([CH2:14][F:48])[CH2:12][O:11][C:10]([CH2:17][CH2:18][OH:19])([CH3:16])[C:9]1=[O:37])[C:2]1[CH:7]=[CH:6][CH:5]=[CH:4][CH:3]=1. The catalyst class is: 83. (3) Reactant: [N:1]1[C:6]2[C:7]3[CH2:13][CH2:12][CH2:11][CH2:10][C:8]=3[Se:9][C:5]=2[C:4](=[O:14])[NH:3][N:2]=1.[C:15](=O)([O-])[O-].[K+].[K+].IC. Product: [CH3:15][N:3]1[C:4](=[O:14])[C:5]2[Se:9][C:8]3[CH2:10][CH2:11][CH2:12][CH2:13][C:7]=3[C:6]=2[N:1]=[N:2]1. The catalyst class is: 21. (4) Reactant: [F:1][C:2]1[C:7]([F:8])=[C:6]([N:9]2[CH2:14][CH2:13][O:12][CH2:11][CH2:10]2)[CH:5]=[CH:4][C:3]=1[N:15]1[CH:20]=[C:19]([O:21][CH3:22])[C:18](=[O:23])[C:17]([C:24](N(OC)C)=[O:25])=[N:16]1.[CH3:30][Mg+].[Br-]. Product: [C:24]([C:17]1[C:18](=[O:23])[C:19]([O:21][CH3:22])=[CH:20][N:15]([C:3]2[CH:4]=[CH:5][C:6]([N:9]3[CH2:14][CH2:13][O:12][CH2:11][CH2:10]3)=[C:7]([F:8])[C:2]=2[F:1])[N:16]=1)(=[O:25])[CH3:30]. The catalyst class is: 1. (5) Reactant: [CH3:1][N:2]1[CH:6]=[C:5]([C:7]2[CH:15]=[C:14]3[C:10]([CH2:11][CH2:12][N:13]3[C:16](=[O:33])[C@@H:17]([NH:25]C(=O)OC(C)(C)C)[CH2:18][C:19]3[CH:24]=[CH:23][CH:22]=[CH:21][CH:20]=3)=[CH:9][CH:8]=2)[CH:4]=[N:3]1.C(O)(C(F)(F)F)=O.[ClH:41]. Product: [ClH:41].[NH2:25][C@@H:17]([CH2:18][C:19]1[CH:24]=[CH:23][CH:22]=[CH:21][CH:20]=1)[C:16]([N:13]1[C:14]2[C:10](=[CH:9][CH:8]=[C:7]([C:5]3[CH:4]=[N:3][N:2]([CH3:1])[CH:6]=3)[CH:15]=2)[CH2:11][CH2:12]1)=[O:33]. The catalyst class is: 363. (6) Reactant: [CH3:1][N:2]1[C:10]2[C:5](=[CH:6][CH:7]=[CH:8][CH:9]=2)[CH:4]=[C:3]1[C:11]([OH:13])=O.[NH2:14][C@H:15]([C:20]([NH:22][C@H:23]([CH:36]=[O:37])[CH2:24][C:25](=[N:31][NH:32][C:33]([NH2:35])=[O:34])[O:26][C:27]([CH3:30])([CH3:29])[CH3:28])=[O:21])[CH2:16][CH:17]([CH3:19])[CH3:18].CCN=C=NCCCN(C)C.CCOCC. Product: [CH3:1][N:2]1[C:10]2[C:5](=[CH:6][CH:7]=[CH:8][CH:9]=2)[CH:4]=[C:3]1[C:11]([NH:14][C@H:15]([C:20]([NH:22][C@H:23]([CH:36]=[O:37])[CH2:24][C:25](=[N:31][NH:32][C:33]([NH2:35])=[O:34])[O:26][C:27]([CH3:29])([CH3:28])[CH3:30])=[O:21])[CH2:16][CH:17]([CH3:18])[CH3:19])=[O:13]. The catalyst class is: 64.